This data is from Reaction yield outcomes from USPTO patents with 853,638 reactions. The task is: Predict the reaction yield, written as a fraction of the theoretical maximum amount of product (1.0 means a 100% yield; for example, 0.34 means a 34% yield). (1) The reactants are [F:1][C:2]1[C:3]([OH:10])=[C:4]([CH:7]=[CH:8][CH:9]=1)[CH:5]=[O:6].C(Cl)Cl.N1C=CC=CC=1.[N:20]1([C:26](Cl)=[O:27])[CH2:25][CH2:24][O:23][CH2:22][CH2:21]1. The catalyst is O. The product is [N:20]1([C:26]([O:10][C:3]2[C:4]([CH:5]=[O:6])=[CH:7][CH:8]=[CH:9][C:2]=2[F:1])=[O:27])[CH2:25][CH2:24][O:23][CH2:22][CH2:21]1. The yield is 0.940. (2) The catalyst is CC#N. The product is [CH2:1]([NH:3][C:4]1[N:9]=[C:8]([NH:10][CH:11]2[CH2:16][CH2:15][CH2:14][CH2:13][CH2:12]2)[C:7]([I:18])=[C:6]([CH3:17])[N:5]=1)[CH3:2]. The reactants are [CH2:1]([NH:3][C:4]1[N:9]=[C:8]([NH:10][CH:11]2[CH2:16][CH2:15][CH2:14][CH2:13][CH2:12]2)[CH:7]=[C:6]([CH3:17])[N:5]=1)[CH3:2].[I:18]N1C(=O)CCC1=O. The yield is 0.730. (3) The reactants are [C:1]([C:5]1[CH:10]=[CH:9][C:8]([C:11]2[N:15]([CH2:16][CH3:17])[N:14]=[C:13]([C:18](=[N:20][NH:21][C:22]([C:24]3[CH:33]=[CH:32][C:27]([C:28]([O:30]C)=[O:29])=[CH:26][CH:25]=3)=[O:23])[CH3:19])[C:12]=2[OH:34])=[CH:7][CH:6]=1)([CH3:4])([CH3:3])[CH3:2].CO.[OH-].[Na+].Cl. The catalyst is O. The product is [C:1]([C:5]1[CH:10]=[CH:9][C:8]([C:11]2[N:15]([CH2:16][CH3:17])[N:14]=[C:13]([C:18](=[N:20][NH:21][C:22]([C:24]3[CH:33]=[CH:32][C:27]([C:28]([OH:30])=[O:29])=[CH:26][CH:25]=3)=[O:23])[CH3:19])[C:12]=2[OH:34])=[CH:7][CH:6]=1)([CH3:2])([CH3:3])[CH3:4]. The yield is 0.440. (4) The reactants are F[C:2]1[CH:9]=[CH:8][CH:7]=[CH:6][C:3]=1[C:4]#[N:5].O.[NH2:11][NH2:12]. The catalyst is C(O)CCC. The product is [NH2:5][C:4]1[C:3]2[CH:6]=[CH:7][CH:8]=[CH:9][C:2]=2[NH:12][N:11]=1. The yield is 0.440. (5) The yield is 0.870. The reactants are [C:1]1(=O)[CH2:6][CH2:5][CH2:4][CH2:3][CH2:2]1.[NH2:8][C:9]1[CH:10]=[C:11]2[C:15](=[CH:16][CH:17]=1)[NH:14][N:13]=[CH:12]2.C(O)(=O)C.C(=O)([O-])O.[Na+]. The product is [CH:1]1([NH:8][C:9]2[CH:10]=[C:11]3[C:15](=[CH:16][CH:17]=2)[NH:14][N:13]=[CH:12]3)[CH2:6][CH2:5][CH2:4][CH2:3][CH2:2]1. The catalyst is CO.